Dataset: Reaction yield outcomes from USPTO patents with 853,638 reactions. Task: Predict the reaction yield, written as a fraction of the theoretical maximum amount of product (1.0 means a 100% yield; for example, 0.34 means a 34% yield). (1) The reactants are Cl.C([O:4][P:5]([CH2:10][C:11]1[CH:16]=[CH:15][C:14]([C:17]([NH:19][C:20]2[CH:25]=[CH:24][CH:23]=[C:22]([C:26]3[C:35]4[C:30](=[CH:31][C:32]([O:41][CH3:42])=[C:33]5[O:38][C:37]([CH3:40])([CH3:39])[CH2:36][C:34]5=4)[CH2:29][C:28]([CH3:44])([CH3:43])[N:27]=3)[CH:21]=2)=[O:18])=[CH:13][CH:12]=1)(=[O:9])[O:6]CC)C.C[Si](Br)(C)C. The catalyst is ClCCl. The product is [CH3:42][O:41][C:32]1[CH:31]=[C:30]2[C:35](=[C:34]3[CH2:36][C:37]([CH3:40])([CH3:39])[O:38][C:33]=13)[C:26]([C:22]1[CH:21]=[C:20]([NH:19][C:17]([C:14]3[CH:13]=[CH:12][C:11]([CH2:10][P:5](=[O:4])([OH:6])[OH:9])=[CH:16][CH:15]=3)=[O:18])[CH:25]=[CH:24][CH:23]=1)=[N:27][C:28]([CH3:44])([CH3:43])[CH2:29]2. The yield is 0.960. (2) The reactants are C1(P(C2C=CC=CC=2)C2C=CC=CC=2)C=CC=CC=1.[C:20]([O:24][C:25]([N:27]1[C:36]2[C:31](=[CH:32][CH:33]=[C:34]([CH2:37][CH2:38][OH:39])[N:35]=2)[CH2:30][CH2:29][CH2:28]1)=[O:26])([CH3:23])([CH3:22])[CH3:21].[CH2:40]([O:42][C:43](=[O:59])[CH2:44][CH:45]([N:49]1[C:57]2[C:52](=[CH:53][C:54](O)=[CH:55][CH:56]=2)[CH:51]=[CH:50]1)[CH2:46][CH2:47][CH3:48])[CH3:41].CC(OC(/N=N/C(OC(C)C)=O)=O)C. The catalyst is C1COCC1. The product is [C:20]([O:24][C:25]([N:27]1[C:36]2[C:31](=[CH:32][CH:33]=[C:34]([CH2:37][CH2:38][O:39][C:54]3[CH:53]=[C:52]4[C:57](=[CH:56][CH:55]=3)[N:49]([CH:45]([CH2:44][C:43]([O:42][CH2:40][CH3:41])=[O:59])[CH2:46][CH2:47][CH3:48])[CH:50]=[CH:51]4)[N:35]=2)[CH2:30][CH2:29][CH2:28]1)=[O:26])([CH3:23])([CH3:22])[CH3:21]. The yield is 0.130. (3) The reactants are [F:1][C:2]1[CH:10]=[C:9]([N+:11]([O-:13])=[O:12])[CH:8]=[CH:7][C:3]=1[C:4](O)=[O:5].Cl.[CH3:15][NH:16][CH3:17].C1C=CC2N(O)N=NC=2C=1.CCN=C=NCCCN(C)C. The catalyst is CN(C=O)C. The product is [F:1][C:2]1[CH:10]=[C:9]([N+:11]([O-:13])=[O:12])[CH:8]=[CH:7][C:3]=1[C:4]([N:16]([CH3:17])[CH3:15])=[O:5]. The yield is 0.810. (4) The reactants are Cl[C:2]1[N:10]=[C:9]2[C:5]([N:6]=[C:7]([CH2:12][N:13]3[CH2:18][CH2:17][CH:16]([C:19]([O:22][CH3:23])([CH3:21])[CH3:20])[CH2:15][CH2:14]3)[N:8]2[CH3:11])=[C:4]([N:24]2[CH2:29][CH2:28][O:27][CH2:26][CH2:25]2)[N:3]=1.[C:30]1([NH2:37])[C:31]([NH2:36])=[CH:32][CH:33]=[CH:34][CH:35]=1.CC(C)([O-])C.[Na+]. The catalyst is C1(C)C=CC=CC=1.C([O-])(=O)C.[Pd+2].C([O-])(=O)C. The product is [CH3:23][O:22][C:19]([CH:16]1[CH2:17][CH2:18][N:13]([CH2:12][C:7]2[N:8]([CH3:11])[C:9]3[C:5]([N:6]=2)=[C:4]([N:24]2[CH2:25][CH2:26][O:27][CH2:28][CH2:29]2)[N:3]=[C:2]([NH:36][C:31]2[C:30]([NH2:37])=[CH:35][CH:34]=[CH:33][CH:32]=2)[N:10]=3)[CH2:14][CH2:15]1)([CH3:21])[CH3:20]. The yield is 0.840. (5) The reactants are Br[C:2]1[C:3](=[O:17])[N:4]([CH3:16])[C:5]([NH:8][C:9]2[CH:14]=[CH:13][C:12]([F:15])=[CH:11][CH:10]=2)=[N:6][CH:7]=1.[CH2:18]([O:25][C:26]1[CH:31]=[CH:30][C:29](B(O)O)=[CH:28][C:27]=1[F:35])[C:19]1[CH:24]=[CH:23][CH:22]=[CH:21][CH:20]=1.[Cl-].[Li+]. The product is [CH2:18]([O:25][C:26]1[CH:31]=[CH:30][C:29]([C:2]2[C:3](=[O:17])[N:4]([CH3:16])[C:5]([NH:8][C:9]3[CH:14]=[CH:13][C:12]([F:15])=[CH:11][CH:10]=3)=[N:6][CH:7]=2)=[CH:28][C:27]=1[F:35])[C:19]1[CH:20]=[CH:21][CH:22]=[CH:23][CH:24]=1. The yield is 0.760. The catalyst is O1CCOCC1.C([O-])([O-])=O.[Na+].[Na+].C1C=CC([P]([Pd]([P](C2C=CC=CC=2)(C2C=CC=CC=2)C2C=CC=CC=2)([P](C2C=CC=CC=2)(C2C=CC=CC=2)C2C=CC=CC=2)[P](C2C=CC=CC=2)(C2C=CC=CC=2)C2C=CC=CC=2)(C2C=CC=CC=2)C2C=CC=CC=2)=CC=1. (6) The reactants are [ClH:1].C(OC([NH:9][CH2:10][CH2:11][CH2:12][CH2:13][CH2:14][CH2:15][C:16]([NH:18][CH2:19][C:20]1[CH:28]=[CH:27][CH:26]=[C:25]2[C:21]=1[C:22](=[O:38])[N:23]([CH:30]1[CH2:35][CH2:34][C:33](=[O:36])[NH:32][C:31]1=[O:37])[C:24]2=[O:29])=[O:17])=O)(C)(C)C. The catalyst is O1CCOCC1.C(Cl)Cl. The product is [ClH:1].[NH2:9][CH2:10][CH2:11][CH2:12][CH2:13][CH2:14][CH2:15][C:16]([NH:18][CH2:19][C:20]1[CH:28]=[CH:27][CH:26]=[C:25]2[C:21]=1[C:22](=[O:38])[N:23]([CH:30]1[CH2:35][CH2:34][C:33](=[O:36])[NH:32][C:31]1=[O:37])[C:24]2=[O:29])=[O:17]. The yield is 0.410.